Dataset: Catalyst prediction with 721,799 reactions and 888 catalyst types from USPTO. Task: Predict which catalyst facilitates the given reaction. (1) Reactant: C([O:3][C:4](=[O:45])[CH:5]([C:10]1[CH:11]=[C:12]([C:35]2[CH:40]=[CH:39][C:38]([C:41]([F:44])([F:43])[F:42])=[CH:37][CH:36]=2)[CH:13]=[C:14]([CH:16]2[CH2:21][CH2:20][CH2:19][N:18]([S:22]([C:25]3[CH:30]=[CH:29][CH:28]=[C:27]([C:31]([F:34])([F:33])[F:32])[CH:26]=3)(=[O:24])=[O:23])[CH2:17]2)[CH:15]=1)[CH2:6][CH:7]([CH3:9])[CH3:8])C.[OH-].[K+]. Product: [CH3:8][CH:7]([CH3:9])[CH2:6][CH:5]([C:10]1[CH:11]=[C:12]([C:35]2[CH:40]=[CH:39][C:38]([C:41]([F:44])([F:42])[F:43])=[CH:37][CH:36]=2)[CH:13]=[C:14]([CH:16]2[CH2:21][CH2:20][CH2:19][N:18]([S:22]([C:25]3[CH:30]=[CH:29][CH:28]=[C:27]([C:31]([F:33])([F:32])[F:34])[CH:26]=3)(=[O:24])=[O:23])[CH2:17]2)[CH:15]=1)[C:4]([OH:45])=[O:3]. The catalyst class is: 14. (2) Reactant: [CH2:1]([N:8]1[CH2:13][CH:12]([C:14]2[CH:19]=[CH:18][C:17]([OH:20])=[C:16]([Cl:21])[CH:15]=2)[O:11][CH2:10][C:9]1=O)[C:2]1[CH:7]=[CH:6][CH:5]=[CH:4][CH:3]=1.[H-].[H-].[H-].[H-].[Li+].[Al+3].O.[OH-].[Na+]. Product: [CH2:1]([N:8]1[CH2:9][CH2:10][O:11][CH:12]([C:14]2[CH:19]=[CH:18][C:17]([OH:20])=[C:16]([Cl:21])[CH:15]=2)[CH2:13]1)[C:2]1[CH:3]=[CH:4][CH:5]=[CH:6][CH:7]=1. The catalyst class is: 1. (3) Reactant: C(O[C:4](=[O:28])[C:5](C)=[CH:6][CH:7]=[CH:8][C:9]([CH3:26])=[CH:10][CH:11]=[CH:12][CH:13]=[C:14]([CH3:25])[CH:15]=[CH:16][CH:17]=[C:18]([CH3:24])[C:19]([O:21]CC)=O)C.[H-].[CH2:30]([Al+]CC(C)C)C(C)C.C1(C)C=CC=CC=1.[OH-].[Na+]. The catalyst class is: 34. Product: [CH3:24][C:18](=[CH:17][CH:16]=[CH:15][C:14]([CH3:25])=[CH:13][CH:12]=[CH:11][CH:10]=[C:9]([CH3:26])[CH:8]=[CH:7][CH:6]=[CH:5][CH2:4][OH:28])[CH:19]([CH3:30])[OH:21].